Dataset: Full USPTO retrosynthesis dataset with 1.9M reactions from patents (1976-2016). Task: Predict the reactants needed to synthesize the given product. Given the product [CH2:18]([NH:25][C:12]([C:7]1[CH:6]=[C:5]2[C:10]([NH:11][C:2](=[O:1])[C:3]3[N:4]2[CH:15]=[CH:16][CH:17]=3)=[CH:9][CH:8]=1)=[O:14])[C:19]1[CH:24]=[CH:23][CH:22]=[CH:21][CH:20]=1, predict the reactants needed to synthesize it. The reactants are: [O:1]=[C:2]1[NH:11][C:10]2[C:5](=[CH:6][C:7]([C:12]([OH:14])=O)=[CH:8][CH:9]=2)[N:4]2[CH:15]=[CH:16][CH:17]=[C:3]12.[CH2:18]([NH2:25])[C:19]1[CH:24]=[CH:23][CH:22]=[CH:21][CH:20]=1.